Dataset: Full USPTO retrosynthesis dataset with 1.9M reactions from patents (1976-2016). Task: Predict the reactants needed to synthesize the given product. (1) Given the product [Br:16][C:17]1[CH:28]=[CH:27][C:20]([C:21](=[O:22])[CH2:1][C:2]2[CH:7]=[CH:6][N:5]=[CH:4][N:3]=2)=[CH:19][CH:18]=1, predict the reactants needed to synthesize it. The reactants are: [CH3:1][C:2]1[CH:7]=[CH:6][N:5]=[CH:4][N:3]=1.[Li+].CC([N-]C(C)C)C.[Br:16][C:17]1[CH:28]=[CH:27][C:20]([C:21](N(OC)C)=[O:22])=[CH:19][CH:18]=1. (2) Given the product [Cl:1][C:2]1[N:7]=[CH:6][C:5]([NH:8][C:9]([N:31]2[CH2:32][CH2:33][N:28]([C:26]3[S:25][N:24]=[C:23]([C:17]4[CH:22]=[CH:21][CH:20]=[CH:19][CH:18]=4)[N:27]=3)[CH2:29][CH2:30]2)=[O:16])=[CH:4][CH:3]=1, predict the reactants needed to synthesize it. The reactants are: [Cl:1][C:2]1[N:7]=[CH:6][C:5]([NH:8][C:9](=[O:16])OCC(Cl)(Cl)Cl)=[CH:4][CH:3]=1.[C:17]1([C:23]2[N:27]=[C:26]([N:28]3[CH2:33][CH2:32][NH:31][CH2:30][CH2:29]3)[S:25][N:24]=2)[CH:22]=[CH:21][CH:20]=[CH:19][CH:18]=1.C(N(C(C)C)CC)(C)C.O. (3) Given the product [N+:8]([C:7]1[C:2]([CH:11]=[CH2:12])=[N:3][CH:4]=[CH:5][CH:6]=1)([O-:10])=[O:9], predict the reactants needed to synthesize it. The reactants are: Cl[C:2]1[C:7]([N+:8]([O-:10])=[O:9])=[CH:6][CH:5]=[CH:4][N:3]=1.[CH2:11]([Sn](CCCC)(CCCC)C=C)[CH2:12]CC.O.